From a dataset of Forward reaction prediction with 1.9M reactions from USPTO patents (1976-2016). Predict the product of the given reaction. (1) Given the reactants [Cl:1][C:2]1[N:7]=[C:6]2[NH:8][CH:9]=[C:10](/[CH:11]=[C:12]3\[O:13][C:14]4[C:21]([CH2:22][N:23]5[CH2:28][CH2:27][N:26](C(OC(C)(C)C)=O)[CH2:25][CH2:24]5)=[C:20]([OH:36])[CH:19]=[CH:18][C:15]=4[C:16]\3=[O:17])[C:5]2=[CH:4][CH:3]=1.[ClH:37], predict the reaction product. The product is: [ClH:1].[ClH:37].[ClH:1].[Cl:1][C:2]1[N:7]=[C:6]2[NH:8][CH:9]=[C:10](/[CH:11]=[C:12]3\[O:13][C:14]4[C:21]([CH2:22][N:23]5[CH2:24][CH2:25][NH:26][CH2:27][CH2:28]5)=[C:20]([OH:36])[CH:19]=[CH:18][C:15]=4[C:16]\3=[O:17])[C:5]2=[CH:4][CH:3]=1. (2) Given the reactants [C:1]([Si:18](C)([CH3:25])[O:19][N-:20][C:21]([CH3:24])([CH3:23])[CH3:22])(OCC1C2C(=CC=CC=2)C2C1=CC=CC=2)=O.[NH:27]1[CH2:34][CH2:33][CH2:32][C@H:28]1[C:29]([OH:31])=[O:30].C(#N)C.N1CCCCC1.C(Cl)Cl, predict the reaction product. The product is: [C:21]([N-:20][O:19][SiH:18]([CH3:25])[CH3:1])([CH3:24])([CH3:23])[CH3:22].[NH:27]1[CH2:34][CH2:33][CH2:32][C@H:28]1[C:29]([OH:31])=[O:30]. (3) Given the reactants [CH3:1][O:2][C:3]1[CH:8]=[CH:7][C:6]2[C:9]([C:11]([C:14]3[CH:19]=[CH:18][C:17]([OH:20])=[CH:16][CH:15]=3)=[CH:12][O:13][C:5]=2[CH:4]=1)=[O:10].[CH3:21][O:22]C1C=CC(C2C(=O)C3C=CC(O)=CC=3OC=2)=C(O)C=1.C[O:43]C1C=CC(C2C(=O)C3C=CC(O)=CC=3OC=2)=CC=1O.C1OC2C=C(C3C(=O)C4C=CC(O)=CC=4OC=3)C=CC=2O1, predict the reaction product. The product is: [CH3:1][O:2][C:3]1[CH:8]=[CH:7][C:6]2[C@H:9]3[O:10][C:15]4[C:14](=[CH:19][C:18]5[O:22][CH2:21][O:20][C:17]=5[CH:16]=4)[C@@:11]3([OH:43])[CH2:12][O:13][C:5]=2[CH:4]=1. (4) The product is: [CH3:1][C:2]1[CH:9]=[CH:8][CH:7]=[C:6]([CH3:10])[C:3]=1[CH2:4][N:20]1[C:16](=[O:26])[C:17]2=[CH:25][CH:24]=[CH:23][CH:22]=[C:18]2[C:19]1=[O:21]. Given the reactants [CH3:1][C:2]1[CH:9]=[CH:8][CH:7]=[C:6]([CH3:10])[C:3]=1[CH2:4]O.Cl[Si](C)(C)C.[C:16]1(=[O:26])[NH:20][C:19](=[O:21])[C:18]2=[CH:22][CH:23]=[CH:24][CH:25]=[C:17]12.[K], predict the reaction product. (5) Given the reactants [N:1]([C:4]1[CH:9]=[CH:8][C:7]([B:10]2[O:14][C:13]([CH3:16])([CH3:15])[C:12]([CH3:18])([CH3:17])[O:11]2)=[CH:6][CH:5]=1)=[C:2]=[O:3].[N:19]1[CH:24]=[CH:23][CH:22]=[C:21]([NH2:25])[CH:20]=1, predict the reaction product. The product is: [N:19]1[CH:24]=[CH:23][CH:22]=[C:21]([NH:25][C:2]([NH:1][C:4]2[CH:9]=[CH:8][C:7]([B:10]3[O:14][C:13]([CH3:16])([CH3:15])[C:12]([CH3:18])([CH3:17])[O:11]3)=[CH:6][CH:5]=2)=[O:3])[CH:20]=1. (6) Given the reactants Br[C:2]1[CH:7]=[CH:6][N:5]=[C:4]([O:8][C:9]2[CH:14]=[CH:13][C:12]([NH:15][C:16]3[CH:21]=[C:20]([C:22]4[CH:27]=[CH:26][CH:25]=[CH:24][CH:23]=4)[N:19]=[C:18]([NH2:28])[N:17]=3)=[CH:11][CH:10]=2)[CH:3]=1.ClC1N=CC=CN=1.Br[C:37]1[CH:42]=[CH:41][N:40]=[C:39]([O:43][C:44]2C=CC(NC3N=C(N)C=C(C4C=CC=CC=4)N=3)=CC=2)[CH:38]=1.COC[C@@H]1CCCN1, predict the reaction product. The product is: [CH3:44][O:43][CH2:39][C@@H:38]1[CH2:37][CH2:42][CH2:41][N:40]1[C:2]1[CH:7]=[CH:6][N:5]=[C:4]([O:8][C:9]2[CH:14]=[CH:13][C:12]([NH:15][C:16]3[CH:21]=[C:20]([C:22]4[CH:27]=[CH:26][CH:25]=[CH:24][CH:23]=4)[N:19]=[C:18]([NH2:28])[N:17]=3)=[CH:11][CH:10]=2)[CH:3]=1.